This data is from Catalyst prediction with 721,799 reactions and 888 catalyst types from USPTO. The task is: Predict which catalyst facilitates the given reaction. Reactant: O=C1C=CC=CC1C[C@@H]1COCN1[C:10](=[O:28])[C@@H:11]([CH2:20][C:21]1[CH:26]=[CH:25][C:24]([Cl:27])=[CH:23][CH:22]=1)[CH2:12][C:13]([O:15][C:16]([CH3:19])([CH3:18])[CH3:17])=[O:14].[OH:33]O.O[Li].O. Product: [C:16]([O:15][C:13]([CH2:12][C@H:11]([CH2:20][C:21]1[CH:22]=[CH:23][C:24]([Cl:27])=[CH:25][CH:26]=1)[C:10]([OH:28])=[O:33])=[O:14])([CH3:17])([CH3:18])[CH3:19]. The catalyst class is: 1.